This data is from Peptide-MHC class I binding affinity with 185,985 pairs from IEDB/IMGT. The task is: Regression. Given a peptide amino acid sequence and an MHC pseudo amino acid sequence, predict their binding affinity value. This is MHC class I binding data. (1) The binding affinity (normalized) is 0.0641. The MHC is BoLA-T2a with pseudo-sequence BoLA-T2a. The peptide sequence is MVYKLWFKY. (2) The peptide sequence is TSTLQEQIAW. The MHC is HLA-A30:02 with pseudo-sequence HLA-A30:02. The binding affinity (normalized) is 0.0759. (3) The peptide sequence is YHSNVKEL. The MHC is HLA-B51:01 with pseudo-sequence HLA-B51:01. The binding affinity (normalized) is 0. (4) The MHC is HLA-A01:01 with pseudo-sequence HLA-A01:01. The peptide sequence is PEDPIEVALY. The binding affinity (normalized) is 0. (5) The peptide sequence is RTIHHASAP. The MHC is HLA-A02:01 with pseudo-sequence HLA-A02:01. The binding affinity (normalized) is 0.